This data is from Full USPTO retrosynthesis dataset with 1.9M reactions from patents (1976-2016). The task is: Predict the reactants needed to synthesize the given product. (1) The reactants are: C(O[N:11]1[C:15]2[CH:16]=[CH:17][CH:18]=[N:19][C:14]=2[N:13]=[N:12]1)(=O)CCCCCCC(O[N:11]1[C:15]2[CH:16]=[CH:17][CH:18]=[N:19][C:14]=2[N:13]=[N:12]1)=O.C(OC1C2N=NNC=2C=CN=1)(=O)CCCC(OC1C2N=NNC=2C=CN=1)=[O:36].C(C1N=C(OOC2C3N=NNC=3C=CN=2)C2N=NNC=2C=1)(=O)CCCCCCCCC.C(ON1C2=NC=CC=C2N=N1)(=O)CCCCCCCCC(ON1C2=NC=CC=C2N=N1)=O.C(ON1C(=O)CCC1=O)(=O)CCCCCCC(ON1C(=O)CCC1=O)=O.C1(=O)N(C(SSC(N2C(=O)CCC2=O)(C)C([O-])=O)(C)C([O-])=O)C(=O)CC1.C1(=O)N(C(CC(O)=O)C(O)=O)C(=O)CC1.C1(=O)N(C(CC(O)=O)C(O)=O)C(=O)CC1.C(O)CO.N[C@@H](CCC(N[C@H](C(NCC(O)=O)=O)CS)=O)C(O)=O.C(O)(=O)/C=C/C1C=C(OC)C(O)=C(OC)C=1. Given the product [OH:36][N:13]1[C:14]2[N:19]=[CH:18][CH:17]=[CH:16][C:15]=2[N:11]=[N:12]1, predict the reactants needed to synthesize it. (2) Given the product [CH2:23]([NH:19][C:16]1[CH:15]=[CH:14][C:13]2[C:18](=[C:9]([O:8][CH:2]([CH3:1])[CH2:3][C:4]([CH3:7])([CH3:6])[CH3:5])[CH:10]=[CH:11][CH:12]=2)[N:17]=1)[CH2:24][CH3:25], predict the reactants needed to synthesize it. The reactants are: [CH3:1][CH:2]([O:8][C:9]1[CH:10]=[CH:11][CH:12]=[C:13]2[C:18]=1[N:17]=[C:16]([NH2:19])[CH:15]=[CH:14]2)[CH2:3][C:4]([CH3:7])([CH3:6])[CH3:5].C([BH3-])#N.[CH:23](=O)[CH2:24][CH3:25]. (3) Given the product [NH2:7][C:8]1[CH:9]=[C:10]([CH:11]=[C:12]([C:14]([F:17])([F:15])[F:16])[CH:13]=1)[C:18]([N:19]([CH3:33])[C:20]1[CH:21]=[N:22][CH:23]=[CH:24][C:25]=1[C:26]1[CH:31]=[CH:30][CH:29]=[CH:28][C:27]=1[CH3:32])=[O:34], predict the reactants needed to synthesize it. The reactants are: C(OC(=O)[NH:7][C:8]1[CH:13]=[C:12]([C:14]([F:17])([F:16])[F:15])[CH:11]=[C:10]([C:18](=[O:34])[N:19]([CH3:33])[C:20]2[CH:21]=[N:22][CH:23]=[CH:24][C:25]=2[C:26]2[CH:31]=[CH:30][CH:29]=[CH:28][C:27]=2[CH3:32])[CH:9]=1)(C)(C)C. (4) Given the product [O:18]=[C:19]([N:27]1[CH2:31][CH2:30][CH2:29][CH2:28]1)[CH2:20][N:21]1[CH2:26][CH2:25][N:24]([C:2]2[N:7]=[CH:6][N:5]=[C:4]([NH2:8])[CH:3]=2)[CH2:23][CH2:22]1, predict the reactants needed to synthesize it. The reactants are: Cl[C:2]1[N:7]=[CH:6][N:5]=[C:4]([NH2:8])[CH:3]=1.C(N(C(C)C)CC)(C)C.[O:18]=[C:19]([N:27]1[CH2:31][CH2:30][CH2:29][CH2:28]1)[CH2:20][N:21]1[CH2:26][CH2:25][NH:24][CH2:23][CH2:22]1. (5) The reactants are: Br[C:2]1[S:6][C:5]([CH2:7][NH:8][C:9]23[CH2:18][CH:13]4[CH2:14][CH:15]([CH2:17][CH:11]([CH2:12]4)[CH2:10]2)[CH2:16]3)=[CH:4][CH:3]=1.[CH3:19][C:20]1[O:24][C:23]([B-](F)(F)F)=[CH:22][CH:21]=1.[K+]. Given the product [CH3:19][C:20]1[O:24][C:23]([C:2]2[S:6][C:5]([CH2:7][NH:8][C:9]34[CH2:18][CH:13]5[CH2:14][CH:15]([CH2:17][CH:11]([CH2:12]5)[CH2:10]3)[CH2:16]4)=[CH:4][CH:3]=2)=[CH:22][CH:21]=1, predict the reactants needed to synthesize it.